Dataset: Catalyst prediction with 721,799 reactions and 888 catalyst types from USPTO. Task: Predict which catalyst facilitates the given reaction. (1) Product: [NH2:1][S:2]([C:5]1[CH:10]=[CH:9][C:8]([N:11]2[C:15]([CH2:16][C:17]3[CH:22]=[CH:21][CH:20]=[C:19]([CH3:23])[CH:18]=3)=[CH:14][C:13]([C:24]([OH:26])=[O:25])=[N:12]2)=[C:7]([F:29])[CH:6]=1)(=[O:4])=[O:3]. The catalyst class is: 24. Reactant: [NH2:1][S:2]([C:5]1[CH:10]=[CH:9][C:8]([N:11]2[C:15]([CH2:16][C:17]3[CH:22]=[CH:21][CH:20]=[C:19]([CH3:23])[CH:18]=3)=[CH:14][C:13]([C:24]([O:26]CC)=[O:25])=[N:12]2)=[C:7]([F:29])[CH:6]=1)(=[O:4])=[O:3].[OH-].[Na+]. (2) Reactant: ClN1C(=O)CCC1=O.[I-:9].[Na+].[CH3:11][O:12][C:13]([C:15]1[NH:19][C:18]2[C:20]([Br:23])=[CH:21][S:22][C:17]=2[CH:16]=1)=[O:14]. Product: [CH3:11][O:12][C:13]([C:15]1[NH:19][C:18]2[C:20]([Br:23])=[CH:21][S:22][C:17]=2[C:16]=1[I:9])=[O:14]. The catalyst class is: 21. (3) Reactant: [OH:1][C:2]1[CH:35]=[CH:34][C:5]([CH2:6][CH2:7][C:8]2[CH:13]=[CH:12][CH:11]=[CH:10][C:9]=2[C:14]2[N:19]=[C:18]([N:20]3[C:24]([C:25]([F:28])([F:27])[F:26])=[C:23]([C:29]([O:31][CH2:32][CH3:33])=[O:30])[CH:22]=[N:21]3)[CH:17]=[CH:16][CH:15]=2)=[C:4]([CH3:36])[CH:3]=1.C([O-])([O-])=O.[Cs+].[Cs+].Br[CH2:44][CH2:45][CH2:46][O:47][CH:48]1[CH2:53][CH2:52][CH2:51][CH2:50][O:49]1. Product: [CH3:36][C:4]1[CH:3]=[C:2]([O:1][CH2:44][CH2:45][CH2:46][O:47][CH:48]2[CH2:53][CH2:52][CH2:51][CH2:50][O:49]2)[CH:35]=[CH:34][C:5]=1[CH2:6][CH2:7][C:8]1[CH:13]=[CH:12][CH:11]=[CH:10][C:9]=1[C:14]1[N:19]=[C:18]([N:20]2[C:24]([C:25]([F:28])([F:27])[F:26])=[C:23]([C:29]([O:31][CH2:32][CH3:33])=[O:30])[CH:22]=[N:21]2)[CH:17]=[CH:16][CH:15]=1. The catalyst class is: 21. (4) Reactant: CN(C)/[CH:3]=[CH:4]/[C:5]([C:7]1[N:11]([CH:12]2[CH2:17][CH2:16][O:15][CH2:14][CH2:13]2)[C:10]([CH3:18])=[N:9][CH:8]=1)=O.C(=O)(O)O.[NH2:24][C:25]([NH2:27])=[NH:26].CO[Na].[NH4+].[Cl-]. Product: [CH3:18][C:10]1[N:11]([CH:12]2[CH2:13][CH2:14][O:15][CH2:16][CH2:17]2)[C:7]([C:5]2[CH:4]=[CH:3][N:24]=[C:25]([NH2:27])[N:26]=2)=[CH:8][N:9]=1. The catalyst class is: 114. (5) Reactant: [F:1][C:2]1[C:3]([C:22]2[S:26][C:25]([C:27]3([OH:31])[CH2:30][CH2:29][CH2:28]3)=[N:24][CH:23]=2)=[C:4]2[CH:10]=[C:9](I)[N:8]([S:12]([C:15]3[CH:21]=[CH:20][C:18]([CH3:19])=[CH:17][CH:16]=3)(=[O:14])=[O:13])[C:5]2=[N:6][CH:7]=1.[N:32]1[C:41]2[C:36](=[CH:37][C:38](B(O)O)=[CH:39][CH:40]=2)[CH:35]=[CH:34][CH:33]=1.C(=O)(O)[O-]. Product: [F:1][C:2]1[C:3]([C:22]2[S:26][C:25]([C:27]3([OH:31])[CH2:30][CH2:29][CH2:28]3)=[N:24][CH:23]=2)=[C:4]2[CH:10]=[C:9]([C:38]3[CH:37]=[C:36]4[C:41](=[CH:40][CH:39]=3)[N:32]=[CH:33][CH:34]=[CH:35]4)[N:8]([S:12]([C:15]3[CH:21]=[CH:20][C:18]([CH3:19])=[CH:17][CH:16]=3)(=[O:14])=[O:13])[C:5]2=[N:6][CH:7]=1. The catalyst class is: 558. (6) Reactant: [C:1]([N:4]1[C:13]2[C:8](=[CH:9][C:10]([C:14]3[CH2:19][CH2:18][N:17]([C:20]([O:22][C:23]([CH3:26])([CH3:25])[CH3:24])=[O:21])[CH2:16][CH:15]=3)=[CH:11][CH:12]=2)[C@H:7]([NH2:27])[C@@H:6]([CH3:28])[C@@H:5]1[CH:29]1[CH2:31][CH2:30]1)(=[O:3])[CH3:2].Br[C:33]1[CH:42]=[CH:41][C:36]([C:37]([NH:39][CH3:40])=[O:38])=[CH:35][CH:34]=1.CC(C)([O-])C.[Na+].CN(C1C(C2C(P(C3CCCCC3)C3CCCCC3)=CC=CC=2)=CC=CC=1)C. Product: [C:1]([N:4]1[C:13]2[C:8](=[CH:9][C:10]([C:14]3[CH2:19][CH2:18][N:17]([C:20]([O:22][C:23]([CH3:26])([CH3:25])[CH3:24])=[O:21])[CH2:16][CH:15]=3)=[CH:11][CH:12]=2)[C@H:7]([NH:27][C:33]2[CH:42]=[CH:41][C:36]([C:37](=[O:38])[NH:39][CH3:40])=[CH:35][CH:34]=2)[C@@H:6]([CH3:28])[C@@H:5]1[CH:29]1[CH2:30][CH2:31]1)(=[O:3])[CH3:2]. The catalyst class is: 62.